The task is: Predict the reactants needed to synthesize the given product.. This data is from Full USPTO retrosynthesis dataset with 1.9M reactions from patents (1976-2016). (1) Given the product [F:11][C:3]1[C:2]([CH3:1])=[CH:10][C:6]([C:7]([O:9][CH3:12])=[O:8])=[CH:5][N:4]=1, predict the reactants needed to synthesize it. The reactants are: [CH3:1][C:2]1[C:3]([F:11])=[N:4][CH:5]=[C:6]([CH:10]=1)[C:7]([OH:9])=[O:8].[C:12]([O-])([O-])=O.[K+].[K+].CI. (2) The reactants are: [Br:1][C:2]1[CH:15]=[C:14]2[C:5]([O:6][C:7]3[C:8]([F:24])=[CH:9][C:10]([O:22][CH3:23])=[CH:11][C:12]=3[C@@:13]32[CH2:20][CH2:19][S:18][C:17]([NH2:21])=[N:16]3)=[CH:4][CH:3]=1.[C:25](=[O:28])(O)[O-:26].[Na+]. Given the product [Br:1][C:2]1[CH:15]=[C:14]2[C:5]([O:6][C:7]3[C:8]([F:24])=[CH:9][C:10]([O:22][CH3:23])=[CH:11][C:12]=3[C@@:13]32[CH2:20][CH2:19][S:18][C:17]([NH:21][C:25](=[O:28])[O:26][C:12]([CH3:13])([CH3:11])[CH3:7])=[N:16]3)=[CH:4][CH:3]=1, predict the reactants needed to synthesize it. (3) Given the product [I:14][C:6]1[C:5]2[CH2:4][CH2:3][C:2]([CH3:11])([CH3:1])[CH2:10][C:9]=2[NH:8][N:7]=1, predict the reactants needed to synthesize it. The reactants are: [CH3:1][C:2]1([CH3:11])[CH2:10][C:9]2[NH:8][N:7]=[CH:6][C:5]=2[CH2:4][CH2:3]1.[OH-].[K+].[I:14]I. (4) Given the product [NH2:5][C:6]1[C:15]2[N:16]=[C:17]([CH2:24][O:25][N:2]([CH3:1])[C:3]([NH2:29])=[O:4])[N:18]([CH2:19][C:20]([OH:22])([CH3:23])[CH3:21])[C:14]=2[C:13]2[CH:12]=[CH:11][CH:10]=[CH:9][C:8]=2[N:7]=1, predict the reactants needed to synthesize it. The reactants are: [CH3:1][N:2]=[C:3]=[O:4].[NH2:5][C:6]1[C:15]2[N:16]=[C:17]([CH2:24][O:25]N)[N:18]([CH2:19][C:20]([CH3:23])([OH:22])[CH3:21])[C:14]=2[C:13]2[CH:12]=[CH:11][CH:10]=[CH:9][C:8]=2[N:7]=1.C(#[N:29])C.